This data is from Peptide-MHC class I binding affinity with 185,985 pairs from IEDB/IMGT. The task is: Regression. Given a peptide amino acid sequence and an MHC pseudo amino acid sequence, predict their binding affinity value. This is MHC class I binding data. (1) The peptide sequence is WFGHLASDW. The MHC is HLA-B39:01 with pseudo-sequence HLA-B39:01. The binding affinity (normalized) is 0.0847. (2) The peptide sequence is SSSGMDAYY. The MHC is HLA-B15:09 with pseudo-sequence HLA-B15:09. The binding affinity (normalized) is 0.0847. (3) The peptide sequence is TPETLGHEI. The MHC is HLA-B51:01 with pseudo-sequence HLA-B51:01. The binding affinity (normalized) is 0.105. (4) The peptide sequence is LVSAGIRKV. The MHC is HLA-B54:01 with pseudo-sequence HLA-B54:01. The binding affinity (normalized) is 0.